Dataset: Forward reaction prediction with 1.9M reactions from USPTO patents (1976-2016). Task: Predict the product of the given reaction. (1) Given the reactants Br[C:2]1[CH:3]=[CH:4][C:5]([F:16])=[C:6]([C:8]2[CH:15]=[N:14][CH:13]=[CH:12][C:9]=2[C:10]#[N:11])[CH:7]=1.C([Sn](CCCC)(CCCC)[C:22]1[N:26]2[CH:27]=[CH:28][C:29]([C:31]([F:34])([F:33])[F:32])=[N:30][C:25]2=[N:24][CH:23]=1)CCC, predict the reaction product. The product is: [F:16][C:5]1[CH:4]=[CH:3][C:2]([C:22]2[N:26]3[CH:27]=[CH:28][C:29]([C:31]([F:32])([F:33])[F:34])=[N:30][C:25]3=[N:24][CH:23]=2)=[CH:7][C:6]=1[C:8]1[CH:15]=[N:14][CH:13]=[CH:12][C:9]=1[C:10]#[N:11]. (2) Given the reactants [CH3:1][O:2][C:3]1[CH:11]=[C:10]2[C:6]([CH:7]=[C:8]([CH3:12])[NH:9]2)=[CH:5][CH:4]=1.ClS([N:17]=[C:18]=O)(=O)=O.C([O-])(O)=O.[Na+], predict the reaction product. The product is: [CH3:1][O:2][C:3]1[CH:11]=[C:10]2[C:6]([C:7]([C:18]#[N:17])=[C:8]([CH3:12])[NH:9]2)=[CH:5][CH:4]=1.